Task: Predict the reactants needed to synthesize the given product.. Dataset: Full USPTO retrosynthesis dataset with 1.9M reactions from patents (1976-2016) (1) The reactants are: Cl[C:2]1[CH:7]=[C:6]([C:8]2[N:9]=[C:10]([NH:18][CH2:19][C:20]([CH3:23])([NH2:22])[CH3:21])[C:11]3[C:16]([CH:17]=2)=[CH:15][N:14]=[CH:13][CH:12]=3)[CH:5]=[CH:4][N:3]=1.[CH:24]([NH2:27])([CH3:26])[CH3:25].C1C=CC(P(C2C(C3C(P(C4C=CC=CC=4)C4C=CC=CC=4)=CC=C4C=3C=CC=C4)=C3C(C=CC=C3)=CC=2)C2C=CC=CC=2)=CC=1.CC([O-])(C)C.[Na+]. Given the product [CH:24]([NH:27][C:2]1[CH:7]=[C:6]([C:8]2[N:9]=[C:10]([NH:18][CH2:19][C:20]([CH3:23])([NH2:22])[CH3:21])[C:11]3[C:16]([CH:17]=2)=[CH:15][N:14]=[CH:13][CH:12]=3)[CH:5]=[CH:4][N:3]=1)([CH3:26])[CH3:25], predict the reactants needed to synthesize it. (2) Given the product [OH:24][C:22]([CH3:25])([CH3:23])[CH2:21][O:13][C:3]1[CH:4]=[C:5]([CH:11]=[CH:12][C:2]=1[Br:1])[C:6]([O:8][CH2:9][CH3:10])=[O:7], predict the reactants needed to synthesize it. The reactants are: [Br:1][C:2]1[CH:12]=[CH:11][C:5]([C:6]([O:8][CH2:9][CH3:10])=[O:7])=[CH:4][C:3]=1[OH:13].C(=O)([O-])[O-].[K+].[K+].Cl[CH2:21][C:22]([CH3:25])([OH:24])[CH3:23].